Predict the reactants needed to synthesize the given product. From a dataset of Full USPTO retrosynthesis dataset with 1.9M reactions from patents (1976-2016). (1) The reactants are: CN(C(ON1N=NC2C=CC=NC1=2)=[N+](C)C)C.F[P-](F)(F)(F)(F)F.[C:25]([O:29][C:30]([N:32]1[CH2:37][CH2:36][C:35]([C:41]#[N:42])([C:38]([OH:40])=O)[CH2:34][CH2:33]1)=[O:31])([CH3:28])([CH3:27])[CH3:26].CCN(C(C)C)C(C)C.[NH2:52][C:53]1[CH:58]=[CH:57][C:56]([C:59]([F:62])([F:61])[F:60])=[CH:55][N:54]=1. Given the product [C:41]([C:35]1([C:38](=[O:40])[NH:52][C:53]2[CH:58]=[CH:57][C:56]([C:59]([F:61])([F:60])[F:62])=[CH:55][N:54]=2)[CH2:34][CH2:33][N:32]([C:30]([O:29][C:25]([CH3:26])([CH3:27])[CH3:28])=[O:31])[CH2:37][CH2:36]1)#[N:42], predict the reactants needed to synthesize it. (2) Given the product [Cl:1][C:2]1[N:10]=[C:9]2[C:5]([N:6]([CH2:11][C:12]3[CH:13]=[CH:14][C:15]([C:18]([F:20])([F:21])[F:19])=[CH:16][CH:17]=3)[CH:7]=[N:8]2)=[C:4]([NH:22][C@@H:23]([CH:28]2[CH2:31][CH2:30][CH2:29]2)[CH2:24][CH2:25][C:26]([OH:46])=[O:27])[N:3]=1, predict the reactants needed to synthesize it. The reactants are: [Cl:1][C:2]1[N:10]=[C:9]2[C:5]([N:6]([CH2:11][C:12]3[CH:17]=[CH:16][C:15]([C:18]([F:21])([F:20])[F:19])=[CH:14][CH:13]=3)[CH:7]=[N:8]2)=[C:4]([NH:22][C@@H:23]([CH:28]2[CH2:31][CH2:30][CH2:29]2)[CH2:24][CH2:25][CH2:26][OH:27])[N:3]=1.O.CC1(C)N([O])C(C)(C)CCC1.C(OI(C1C=CC=CC=1)OC(=O)C)(=[O:46])C. (3) The reactants are: [H-].[Na+].[NH2:3][C:4]1([C:17]2[C:18]([O:23][CH2:24][CH3:25])=[N:19][CH:20]=[CH:21][CH:22]=2)[C:12]2[C:7](=[CH:8][C:9]([F:15])=[C:10]([C:13]#[N:14])[CH:11]=2)[NH:6][C:5]1=[O:16].[CH3:26][O:27][C:28]1[CH:33]=[C:32]([O:34][CH3:35])[CH:31]=[CH:30][C:29]=1[S:36](Cl)(=[O:38])=[O:37]. Given the product [NH2:3][C:4]1([C:17]2[C:18]([O:23][CH2:24][CH3:25])=[N:19][CH:20]=[CH:21][CH:22]=2)[C:12]2[C:7](=[CH:8][C:9]([F:15])=[C:10]([C:13]#[N:14])[CH:11]=2)[N:6]([S:36]([C:29]2[CH:30]=[CH:31][C:32]([O:34][CH3:35])=[CH:33][C:28]=2[O:27][CH3:26])(=[O:38])=[O:37])[C:5]1=[O:16], predict the reactants needed to synthesize it. (4) Given the product [CH3:10][N:6]([CH3:7])[CH2:11][C@H:12]([NH:13][C:14]([C:16]1[C:20]([Br:21])=[C:19]([NH:22][C:23](=[O:31])[C:24]2[CH:29]=[CH:28][CH:27]=[CH:26][C:25]=2[Cl:30])[NH:18][N:17]=1)=[O:15])[CH3:3], predict the reactants needed to synthesize it. The reactants are: N1C=C[CH:3]=N1.[N:6]1([CH:11](C)[CH2:12][NH:13][C:14]([C:16]2[C:20]([Br:21])=[C:19]([NH:22][C:23](=[O:31])[C:24]3[CH:29]=[CH:28][CH:27]=[CH:26][C:25]=3[Cl:30])[NH:18][N:17]=2)=[O:15])[CH2:10]CC[CH2:7]1. (5) The reactants are: Cl.[CH:2]1([C:5]2[C:6]([O:16][CH2:17][CH:18]3[CH2:23][CH2:22][NH:21][CH2:20][CH2:19]3)=[CH:7][C:8]([F:15])=[C:9]([CH:14]=2)[C:10]([O:12][CH3:13])=[O:11])[CH2:4][CH2:3]1.CCN(C(C)C)C(C)C.[Cl:33][C:34]1[C:35]([F:46])=[C:36]([CH:39]=[C:40]([C:42]([F:45])([F:44])[F:43])[CH:41]=1)[CH:37]=O.C(O[BH-](OC(=O)C)OC(=O)C)(=O)C.[Na+]. Given the product [Cl:33][C:34]1[C:35]([F:46])=[C:36]([CH2:37][N:21]2[CH2:20][CH2:19][CH:18]([CH2:17][O:16][C:6]3[C:5]([CH:2]4[CH2:4][CH2:3]4)=[CH:14][C:9]([C:10]([O:12][CH3:13])=[O:11])=[C:8]([F:15])[CH:7]=3)[CH2:23][CH2:22]2)[CH:39]=[C:40]([C:42]([F:44])([F:45])[F:43])[CH:41]=1, predict the reactants needed to synthesize it. (6) Given the product [C:7]([CH2:6][NH:5][C:3]([C@@H:2]([NH:1][C:33]([C:30]1[CH:29]=[CH:28][C:27]([C:22]2[CH:23]=[CH:24][CH:25]=[CH:26][C:21]=2[Cl:20])=[CH:32][CH:31]=1)=[O:34])[CH2:9][C:10]1[C:11]([F:19])=[CH:12][C:13]([O:17][CH3:18])=[CH:14][C:15]=1[F:16])=[O:4])#[N:8], predict the reactants needed to synthesize it. The reactants are: [NH2:1][C@@H:2]([CH2:9][C:10]1[C:15]([F:16])=[CH:14][C:13]([O:17][CH3:18])=[CH:12][C:11]=1[F:19])[C:3]([NH:5][CH2:6][C:7]#[N:8])=[O:4].[Cl:20][C:21]1[CH:26]=[CH:25][CH:24]=[CH:23][C:22]=1[C:27]1[CH:32]=[CH:31][C:30]([C:33](O)=[O:34])=[CH:29][CH:28]=1.ON1C2C=CC=CC=2N=N1.CN1CCOCC1.Cl.CN(C)CCCN=C=NCC. (7) Given the product [Cl:1][C:2]1[CH:8]=[C:7]([O:9][C:10]2[C:19]3[C:14](=[CH:15][C:16]([O:22][CH3:23])=[C:17]([O:20][CH3:21])[CH:18]=3)[N:13]=[CH:12][N:11]=2)[CH:6]=[CH:5][C:3]=1[NH:4][C:35]([NH:43][C:44]1[S:45][CH:46]=[CH:47][N:48]=1)=[O:41], predict the reactants needed to synthesize it. The reactants are: [Cl:1][C:2]1[CH:8]=[C:7]([O:9][C:10]2[C:19]3[C:14](=[CH:15][C:16]([O:22][CH3:23])=[C:17]([O:20][CH3:21])[CH:18]=3)[N:13]=[CH:12][N:11]=2)[CH:6]=[CH:5][C:3]=1[NH2:4].C(N(CC)CC)C.ClC(Cl)(O[C:35](=[O:41])OC(Cl)(Cl)Cl)Cl.[NH2:43][C:44]1[S:45][CH:46]=[CH:47][N:48]=1.